This data is from Reaction yield outcomes from USPTO patents with 853,638 reactions. The task is: Predict the reaction yield, written as a fraction of the theoretical maximum amount of product (1.0 means a 100% yield; for example, 0.34 means a 34% yield). The reactants are [C:1]([N:4]1[C:13]2[C:8](=[CH:9][C:10]([F:14])=[CH:11][CH:12]=2)[C@H:7]([NH:15]C(=O)OCC2C=CC=CC=2)[C@@H:6]([CH3:26])[C@@H:5]1[CH3:27])(=[O:3])[CH3:2]. The catalyst is C(O)C.[Pd]. The product is [NH2:15][C@H:7]1[C:8]2[C:13](=[CH:12][CH:11]=[C:10]([F:14])[CH:9]=2)[N:4]([C:1](=[O:3])[CH3:2])[C@@H:5]([CH3:27])[C@@H:6]1[CH3:26]. The yield is 0.990.